This data is from Catalyst prediction with 721,799 reactions and 888 catalyst types from USPTO. The task is: Predict which catalyst facilitates the given reaction. (1) Reactant: [NH2:1][CH:2]1[CH2:7][CH2:6][N:5]([CH2:8][CH2:9][N:10]2[C:19]3[C:14](=[CH:15][CH:16]=[C:17]([F:20])[CH:18]=3)[N:13]=[CH:12][C:11]2=[O:21])[CH2:4][CH2:3]1.[CH2:22]([C:24]1[CH:31]=[CH:30][C:27]([CH:28]=O)=[CH:26][CH:25]=1)[CH3:23].C(O[BH-](OC(=O)C)OC(=O)C)(=O)C.[Na+].C(=O)([O-])O.[Na+]. Product: [CH2:22]([C:24]1[CH:31]=[CH:30][C:27]([CH2:28][NH:1][CH:2]2[CH2:3][CH2:4][N:5]([CH2:8][CH2:9][N:10]3[C:19]4[C:14](=[CH:15][CH:16]=[C:17]([F:20])[CH:18]=4)[N:13]=[CH:12][C:11]3=[O:21])[CH2:6][CH2:7]2)=[CH:26][CH:25]=1)[CH3:23]. The catalyst class is: 671. (2) Reactant: C(=O)([O-])[O-].[Cs+].[Cs+].FC(F)(F)S([O:12][CH2:13][C:14]([F:17])([F:16])[F:15])(=O)=O.O[C:21]1[N:22]=[CH:23][C:24]([C:27]([O:29][CH3:30])=[O:28])=[N:25][CH:26]=1.[Cl-].[NH4+]. Product: [F:15][C:14]([F:17])([F:16])[CH2:13][O:12][C:21]1[N:22]=[CH:23][C:24]([C:27]([O:29][CH3:30])=[O:28])=[N:25][CH:26]=1. The catalyst class is: 39. (3) Reactant: Br[C:2]1[CH:7]=[CH:6][C:5]([S:8]([CH2:11][CH2:12][C:13]([O:15][C:16]([CH3:19])([CH3:18])[CH3:17])=[O:14])(=[O:10])=[O:9])=[CH:4][CH:3]=1.[N:20]1[CH:25]=[CH:24][C:23](OB(O)O)=[CH:22][CH:21]=1.C(=O)([O-])[O-].[Na+].[Na+].C(COC)OC. Product: [N:20]1[CH:25]=[CH:24][C:23]([C:2]2[CH:7]=[CH:6][C:5]([S:8]([CH2:11][CH2:12][C:13]([O:15][C:16]([CH3:19])([CH3:18])[CH3:17])=[O:14])(=[O:10])=[O:9])=[CH:4][CH:3]=2)=[CH:22][CH:21]=1. The catalyst class is: 6. (4) Reactant: F[C:2]1[CH:3]=[C:4]2[C:8](=[CH:9][C:10]=1[F:11])[N:7]([S:12]([C:15]1[CH:20]=[CH:19][CH:18]=[CH:17][CH:16]=1)(=[O:14])=[O:13])[CH:6]=[C:5]2[C:21]1[CH:22]=[N:23][N:24]([CH2:26][CH:27]2CCNCC2)[CH:25]=1.BrCC[OH:36].C([O-])([O-])=O.[K+].[K+]. Product: [F:11][C:10]1[CH:9]=[C:8]2[C:4]([C:5]([C:21]3[CH:22]=[N:23][N:24]([CH2:26][CH2:27][OH:36])[CH:25]=3)=[CH:6][N:7]2[S:12]([C:15]2[CH:20]=[CH:19][CH:18]=[CH:17][CH:16]=2)(=[O:14])=[O:13])=[CH:3][CH:2]=1. The catalyst class is: 23. (5) Reactant: [CH:1]([NH:4][C:5]1[C:13]2[C:8](=[CH:9][C:10]([N+:14]([O-])=O)=[CH:11][CH:12]=2)[NH:7][N:6]=1)([CH3:3])[CH3:2]. Product: [CH:1]([NH:4][C:5]1[C:13]2[C:8](=[CH:9][C:10]([NH2:14])=[CH:11][CH:12]=2)[NH:7][N:6]=1)([CH3:3])[CH3:2]. The catalyst class is: 14.